From a dataset of Forward reaction prediction with 1.9M reactions from USPTO patents (1976-2016). Predict the product of the given reaction. (1) Given the reactants [CH2:1]([NH:8][C:9]([C:11]1[CH:20]=[CH:19][C:14]([C:15]([O:17][CH3:18])=[O:16])=[C:13]([OH:21])[C:12]=1[OH:22])=[O:10])[C:2]1[CH:7]=[CH:6][CH:5]=[CH:4][CH:3]=1.[N+:23](C1C=CC=CC=1CN)([O-:25])=[O:24], predict the reaction product. The product is: [N+:23]([C:7]1[CH:6]=[CH:5][CH:4]=[CH:3][C:2]=1[CH2:1][NH:8][C:9]([C:11]1[CH:20]=[CH:19][C:14]([C:15]([O:17][CH3:18])=[O:16])=[C:13]([OH:21])[C:12]=1[OH:22])=[O:10])([O-:25])=[O:24]. (2) Given the reactants [Br:1][C:2]1[CH:25]=[CH:24][C:5]2[C:6]3[N:7]=[C:8]([C:14]4[N:15]([CH2:19][C:20]([F:23])([F:22])[F:21])[N:16]=[CH:17][N:18]=4)[S:9][C:10]=3[CH2:11][CH2:12][O:13][C:4]=2[CH:3]=1.Br[C:27]1C=CC2C3N=C(C(N)=O)SC=3CCOC=2C=1.FC(F)(F)C(NN)C, predict the reaction product. The product is: [Br:1][C:2]1[CH:25]=[CH:24][C:5]2[C:6]3[N:7]=[C:8]([C:14]4[N:15]([CH:19]([CH3:27])[C:20]([F:23])([F:21])[F:22])[N:16]=[CH:17][N:18]=4)[S:9][C:10]=3[CH2:11][CH2:12][O:13][C:4]=2[CH:3]=1.